Dataset: Full USPTO retrosynthesis dataset with 1.9M reactions from patents (1976-2016). Task: Predict the reactants needed to synthesize the given product. (1) Given the product [CH2:17]([O:24][C:25]1[CH:34]=[C:33]2[C:28]([C:29](=[O:43])[NH:30][CH:31]=[N:32]2)=[C:27]([O:44][CH:46]2[CH2:51][CH2:50][O:49][CH2:48][CH2:47]2)[CH:26]=1)[C:18]1[CH:19]=[CH:20][CH:21]=[CH:22][CH:23]=1, predict the reactants needed to synthesize it. The reactants are: N(C(OC(C)(C)C)=O)=NC(OC(C)(C)C)=O.[CH2:17]([O:24][C:25]1[CH:34]=[C:33]2[C:28]([C:29](=[O:43])[N:30](COC(=O)C(C)(C)C)[CH:31]=[N:32]2)=[C:27]([OH:44])[CH:26]=1)[C:18]1[CH:23]=[CH:22][CH:21]=[CH:20][CH:19]=1.O[CH:46]1[CH2:51][CH2:50][O:49][CH2:48][CH2:47]1. (2) Given the product [C:12]1([N:5]2[C:6]3[C:11](=[CH:10][CH:9]=[CH:8][N:7]=3)[C:2]([O:1][C:30](=[O:31])[CH:29]([C:23]3[CH:28]=[CH:27][CH:26]=[CH:25][CH:24]=3)[CH2:33][CH3:34])=[CH:3][C:4]2=[O:18])[CH:13]=[CH:14][CH:15]=[CH:16][CH:17]=1, predict the reactants needed to synthesize it. The reactants are: [OH:1][C:2]1[C:11]2[C:6](=[N:7][CH:8]=[CH:9][CH:10]=2)[N:5]([C:12]2[CH:17]=[CH:16][CH:15]=[CH:14][CH:13]=2)[C:4](=[O:18])[CH:3]=1.[H-].[Na+].[H][H].[C:23]1([CH:29]([CH2:33][CH3:34])[C:30](Cl)=[O:31])[CH:28]=[CH:27][CH:26]=[CH:25][CH:24]=1.C(=O)([O-])O.[Na+]. (3) Given the product [OH:2][C:3]1[CH:8]=[CH:7][CH:6]=[CH:5][C:4]=1[C:9]1[S:13][C:12]([S:14]([NH2:17])(=[O:16])=[O:15])=[CH:11][CH:10]=1, predict the reactants needed to synthesize it. The reactants are: C[O:2][C:3]1[CH:8]=[CH:7][CH:6]=[CH:5][C:4]=1[C:9]1[S:13][C:12]([S:14]([NH2:17])(=[O:16])=[O:15])=[CH:11][CH:10]=1.B(Br)(Br)Br. (4) Given the product [Br:14][C:10]1[N:11]=[C:12]([NH:25][C@H:22]2[CH2:23][CH2:24][C@H:19]([O:18][CH3:17])[CH2:20][CH2:21]2)[C:7]([NH:6][CH2:5][C:4]([O:3][CH2:1][CH3:2])=[O:15])=[N:8][CH:9]=1, predict the reactants needed to synthesize it. The reactants are: [CH2:1]([O:3][C:4](=[O:15])[CH2:5][NH:6][C:7]1[C:12](Br)=[N:11][C:10]([Br:14])=[CH:9][N:8]=1)[CH3:2].Cl.[CH3:17][O:18][C@H:19]1[CH2:24][CH2:23][C@H:22]([NH2:25])[CH2:21][CH2:20]1.CCN(C(C)C)C(C)C. (5) Given the product [CH3:1][C:2]1[CH:7]=[CH:6][C:5]([S:8]([O:11][CH2:12][CH2:13][CH2:14][CH:29]2[CH2:30][C:31]([C:35]3[CH:40]=[CH:39][CH:38]=[CH:37][CH:36]=3)([C:41]3[CH:42]=[CH:43][CH:44]=[CH:45][CH:46]=3)[C:32](=[O:34])[O:33]2)(=[O:10])=[O:9])=[CH:4][CH:3]=1, predict the reactants needed to synthesize it. The reactants are: [CH3:1][C:2]1[CH:7]=[CH:6][C:5]([S:8]([O:11][CH2:12][CH2:13][CH2:14]C2CC3(CCCC3)C(=O)O2)(=[O:10])=[O:9])=[CH:4][CH:3]=1.C([CH:29]1[O:33][C:32](=[O:34])[C:31]([C:41]2[CH:46]=[CH:45][CH:44]=[CH:43][CH:42]=2)([C:35]2[CH:40]=[CH:39][CH:38]=[CH:37][CH:36]=2)[CH2:30]1)CC=C.C(C1CC2(CCCC2)C(=O)O1)CC=C. (6) Given the product [CH2:1]([O:3][CH2:4][CH2:5][O:6][C:7]1[CH:12]=[C:11]([CH3:13])[C:10]([C:14]2[CH:19]=[CH:18][CH:17]=[C:16]([CH2:20][NH:21][C:22]3[CH:27]=[CH:26][C:25]([CH2:28][CH2:29][C:30]([OH:32])=[O:31])=[C:24]([F:35])[CH:23]=3)[CH:15]=2)=[C:9]([CH3:36])[CH:8]=1)[CH3:2], predict the reactants needed to synthesize it. The reactants are: [CH2:1]([O:3][CH2:4][CH2:5][O:6][C:7]1[CH:12]=[C:11]([CH3:13])[C:10]([C:14]2[CH:19]=[CH:18][CH:17]=[C:16]([CH2:20][NH:21][C:22]3[CH:27]=[CH:26][C:25]([CH2:28][CH2:29][C:30]([O:32]CC)=[O:31])=[C:24]([F:35])[CH:23]=3)[CH:15]=2)=[C:9]([CH3:36])[CH:8]=1)[CH3:2].[OH-].[Na+].O.C(O)(=O)CC(CC(O)=O)(C(O)=O)O. (7) The reactants are: B(F)(F)F.CCOCC.[C:10]([CH2:13][C:14]1[CH:22]=[C:21]([N+:23]([O-:25])=[O:24])[CH:20]=[CH:19][C:15]=1[C:16](O)=[O:17])(O)=[O:11].[BH4-].[Na+].[OH-].[Na+]. Given the product [OH:17][CH2:16][C:15]1[CH:19]=[CH:20][C:21]([N+:23]([O-:25])=[O:24])=[CH:22][C:14]=1[CH2:13][CH2:10][OH:11], predict the reactants needed to synthesize it.